Dataset: Catalyst prediction with 721,799 reactions and 888 catalyst types from USPTO. Task: Predict which catalyst facilitates the given reaction. (1) Product: [CH3:1][C:2]1[CH:3]=[CH:4][C:5]([S:9][C:10]2[CH:11]=[CH:12][CH:13]=[CH:14][C:15]=2[N:16]2[CH2:17][CH2:18][NH:19][CH2:20][CH2:21]2)=[C:6]([CH3:8])[CH:7]=1.[CH:22]1[C:31]2[C:26](=[CH:27][CH:28]=[CH:29][CH:30]=2)[CH:25]=[CH:24][C:23]=1[S:32]([O-:35])(=[O:34])=[O:33]. Reactant: [CH3:1][C:2]1[CH:3]=[CH:4][C:5]([S:9][C:10]2[CH:11]=[CH:12][CH:13]=[CH:14][C:15]=2[N:16]2[CH2:21][CH2:20][NH:19][CH2:18][CH2:17]2)=[C:6]([CH3:8])[CH:7]=1.[CH:22]1[C:31]2[C:26](=[CH:27][CH:28]=[CH:29][CH:30]=2)[CH:25]=[CH:24][C:23]=1[S:32]([OH:35])(=[O:34])=[O:33]. The catalyst class is: 51. (2) Product: [CH3:1][O:2][CH2:3][C@@H:4]1[CH2:8][CH2:7][CH2:6][N:5]1[CH2:10][CH2:11][NH:12][C:13](=[O:19])[O:14][C:15]([CH3:18])([CH3:17])[CH3:16]. Reactant: [CH3:1][O:2][CH2:3][C@@H:4]1[CH2:8][CH2:7][CH2:6][NH:5]1.Br[CH2:10][CH2:11][NH:12][C:13](=[O:19])[O:14][C:15]([CH3:18])([CH3:17])[CH3:16].C(N(CC)CC)C.C(=O)([O-])[O-].[K+].[K+]. The catalyst class is: 23. (3) Product: [F:1][C:2]1[CH:7]=[CH:6][C:5]([CH:8]2[C:17]([CH3:30])([C:18]3[N:22]([CH3:23])[N:21]=[CH:20][N:19]=3)[C:16](=[O:24])[C:15]3[C:14]([C:25]([O:27][CH2:28][CH3:29])=[O:26])=[CH:13][CH:12]=[CH:11][C:10]=3[NH:9]2)=[CH:4][CH:3]=1. Reactant: [F:1][C:2]1[CH:7]=[CH:6][C:5]([CH:8]2[CH:17]([C:18]3[N:22]([CH3:23])[N:21]=[CH:20][N:19]=3)[C:16](=[O:24])[C:15]3[C:14]([C:25]([O:27][CH2:28][CH3:29])=[O:26])=[CH:13][CH:12]=[CH:11][C:10]=3[NH:9]2)=[CH:4][CH:3]=1.[C:30](=O)([O-])[O-].[K+].[K+].IC. The catalyst class is: 9.